This data is from Aqueous solubility values for 9,982 compounds from the AqSolDB database. The task is: Regression/Classification. Given a drug SMILES string, predict its absorption, distribution, metabolism, or excretion properties. Task type varies by dataset: regression for continuous measurements (e.g., permeability, clearance, half-life) or binary classification for categorical outcomes (e.g., BBB penetration, CYP inhibition). For this dataset (solubility_aqsoldb), we predict Y. (1) The compound is Cc1cccc(Cc2ccccc2)c1Cc1ccccc1. The Y is -7.18 log mol/L. (2) The drug is CC(C)(C)C(C)(C)C. The Y is -4.87 log mol/L. (3) The drug is Nc1ccc(N)c2c1C(=O)c1ccccc1C2=O. The Y is -5.86 log mol/L. (4) The drug is CC(=O)Nc1ccc(Br)cc1C. The Y is -1.76 log mol/L. (5) The molecule is CCCCCCCCl. The Y is -4.00 log mol/L. (6) The drug is O=[N+]([O-])c1ccc2ccc3cccc4ccc1c2c34. The Y is -7.32 log mol/L. (7) The compound is CCCCCCCCCCC(C(=O)O)C(=O)O. The Y is -3.99 log mol/L.